This data is from Forward reaction prediction with 1.9M reactions from USPTO patents (1976-2016). The task is: Predict the product of the given reaction. (1) The product is: [CH2:6]([O:8][C:9]([C:11]1[C:16]([O:17][CH2:18][CH3:19])=[C:15]([N:20]2[CH2:21][CH2:22][O:23][CH2:24][CH2:25]2)[N:14]=[C:13]([C:26]2[CH:27]=[CH:28][C:29]([NH:32][C:4]([NH:3][CH2:1][CH3:2])=[O:5])=[CH:30][CH:31]=2)[N:12]=1)=[O:10])[CH3:7]. Given the reactants [CH2:1]([N:3]=[C:4]=[O:5])[CH3:2].[CH2:6]([O:8][C:9]([C:11]1[C:16]([O:17][CH2:18][CH3:19])=[C:15]([N:20]2[CH2:25][CH2:24][O:23][CH2:22][CH2:21]2)[N:14]=[C:13]([C:26]2[CH:31]=[CH:30][C:29]([NH2:32])=[CH:28][CH:27]=2)[N:12]=1)=[O:10])[CH3:7], predict the reaction product. (2) Given the reactants [C:1]([N:20]1[CH:24]=[C:23]([CH:25]([CH3:28])[C:26]#[N:27])[N:22]=[CH:21]1)([C:14]1[CH:19]=[CH:18][CH:17]=[CH:16][CH:15]=1)([C:8]1[CH:13]=[CH:12][CH:11]=[CH:10][CH:9]=1)[C:2]1[CH:7]=[CH:6][CH:5]=[CH:4][CH:3]=1, predict the reaction product. The product is: [C:1]([N:20]1[CH:24]=[C:23]([CH:25]([CH3:28])[CH2:26][NH2:27])[N:22]=[CH:21]1)([C:14]1[CH:15]=[CH:16][CH:17]=[CH:18][CH:19]=1)([C:8]1[CH:9]=[CH:10][CH:11]=[CH:12][CH:13]=1)[C:2]1[CH:7]=[CH:6][CH:5]=[CH:4][CH:3]=1. (3) Given the reactants [CH3:1][O:2][C:3]([N:5]1[CH2:10][CH:9]=[CH:8][C@H:7]2[O:11][C:12]([NH2:14])=[N:13][C@@H:6]12)=[O:4].C([O-])([O-])=O.[Na+].[Na+], predict the reaction product. The product is: [CH3:1][O:2][C:3](=[O:4])[NH:5][CH2:10][CH:9]=[CH:8][C:7]1[O:11][C:12]([NH2:14])=[N:13][CH:6]=1. (4) Given the reactants [Cl:1][C:2]1[N:7]=[C:6](Cl)[C:5]([CH:9]=O)=[C:4](Cl)[N:3]=1.[CH3:12][NH:13][NH2:14].C(N(CC)CC)C.Cl.[CH:23]12[O:30][CH:27]([CH2:28][CH2:29]1)[CH2:26][NH:25][CH2:24]2, predict the reaction product. The product is: [Cl:1][C:2]1[N:3]=[C:4]2[N:13]([CH3:12])[N:14]=[CH:9][C:5]2=[C:6]([N:25]2[CH2:24][CH:23]3[O:30][CH:27]([CH2:28][CH2:29]3)[CH2:26]2)[N:7]=1. (5) Given the reactants [C:1]([C:3]1[CH:4]=[C:5]([NH:9][C:10]([C:12]2[O:13][CH:14]=[CH:15][C:16]=2[CH3:17])=[O:11])[CH:6]=[CH:7][CH:8]=1)#[CH:2].Br[C:19]1[CH:20]=[N:21][CH:22]=[C:23]([CH:27]=1)[C:24]([OH:26])=[O:25], predict the reaction product. The product is: [CH3:17][C:16]1[CH:15]=[CH:14][O:13][C:12]=1[C:10]([NH:9][C:5]1[CH:4]=[C:3]([C:1]#[C:2][C:19]2[CH:20]=[N:21][CH:22]=[C:23]([CH:27]=2)[C:24]([OH:26])=[O:25])[CH:8]=[CH:7][CH:6]=1)=[O:11].